From a dataset of Forward reaction prediction with 1.9M reactions from USPTO patents (1976-2016). Predict the product of the given reaction. (1) Given the reactants [CH3:1][O:2][C:3]1([C:9]2[N:10](COCC[Si](C)(C)C)[CH:11]=[C:12]([C:14]([F:17])([F:16])[F:15])[N:13]=2)[CH2:8][CH2:7][O:6][CH2:5][CH2:4]1.FC(F)(F)C(O)=O.[SiH](CC)(CC)CC, predict the reaction product. The product is: [CH3:1][O:2][C:3]1([C:9]2[NH:10][CH:11]=[C:12]([C:14]([F:16])([F:15])[F:17])[N:13]=2)[CH2:8][CH2:7][O:6][CH2:5][CH2:4]1. (2) Given the reactants [Cl-].[CH2:2]([O:4][C:5]([C:7]1[N:8]=[C:9]([CH:12]2[CH2:17][CH2:16][NH2+:15][CH2:14][CH2:13]2)[S:10][CH:11]=1)=[O:6])[CH3:3].[F:18][C:19]([F:30])([F:29])[C:20]1[CH:24]=[CH:23][N:22]([CH2:25][C:26](O)=[O:27])[N:21]=1, predict the reaction product. The product is: [F:30][C:19]([F:18])([F:29])[C:20]1[CH:24]=[CH:23][N:22]([CH2:25][C:26]([N:15]2[CH2:16][CH2:17][CH:12]([C:9]3[S:10][CH:11]=[C:7]([C:5]([O:4][CH2:2][CH3:3])=[O:6])[N:8]=3)[CH2:13][CH2:14]2)=[O:27])[N:21]=1. (3) Given the reactants [F:1][C:2]1[CH:17]=[CH:16][C:5]([CH2:6][O:7][C:8]2[S:12][C:11]([C:13](=[O:15])[CH3:14])=[CH:10][CH:9]=2)=[CH:4][CH:3]=1.[Li+].CC([N-]C(C)C)C.CON(C)[C:29]([C:31]1[CH:36]=[C:35]([CH3:37])[CH:34]=[CH:33][N:32]=1)=[O:30].Cl, predict the reaction product. The product is: [F:1][C:2]1[CH:17]=[CH:16][C:5]([CH2:6][O:7][C:8]2[S:12][C:11]([C:13](=[O:15])[CH2:14][C:29]([C:31]3[CH:36]=[C:35]([CH3:37])[CH:34]=[CH:33][N:32]=3)=[O:30])=[CH:10][CH:9]=2)=[CH:4][CH:3]=1. (4) Given the reactants [Cl:1][C:2]1[C:3]([CH3:19])=[C:4]([NH:10][C@H:11]([C:15]([OH:18])([CH3:17])[CH3:16])[C:12]([OH:14])=O)[CH:5]=[CH:6][C:7]=1[C:8]#[N:9].[F:20][C:21]1[CH:30]=[CH:29][C:24]([C:25]([NH:27][NH2:28])=[O:26])=[CH:23][CH:22]=1.C1C=CC2N(O)N=NC=2C=1.C(Cl)CCl.CCN(CC)CC, predict the reaction product. The product is: [Cl:1][C:2]1[C:3]([CH3:19])=[C:4]([NH:10][C@H:11]([C:15]([OH:18])([CH3:17])[CH3:16])[C:12]([NH:28][NH:27][C:25](=[O:26])[C:24]2[CH:23]=[CH:22][C:21]([F:20])=[CH:30][CH:29]=2)=[O:14])[CH:5]=[CH:6][C:7]=1[C:8]#[N:9]. (5) Given the reactants [NH2:1][CH2:2][CH:3]1[CH2:15][CH2:14][C:13]2[C:12]3[C:7](=[C:8]([C:17]([NH2:19])=[O:18])[CH:9]=[CH:10][C:11]=3[Br:16])[NH:6][C:5]=2[CH2:4]1.[Br:20][CH2:21][CH2:22][CH2:23][C:24](Cl)=[O:25], predict the reaction product. The product is: [Br:16][C:11]1[CH:10]=[CH:9][C:8]([C:17]([NH2:19])=[O:18])=[C:7]2[C:12]=1[C:13]1[CH2:14][CH2:15][CH:3]([CH2:2][NH:1][C:24](=[O:25])[CH2:23][CH2:22][CH2:21][Br:20])[CH2:4][C:5]=1[NH:6]2. (6) The product is: [Cl:12][C:10]1[CH:9]=[N:8][C:6]2[N:7]=[C:2]([N:25]3[CH2:28][CH:27]([N:29]([CH3:37])[C:30](=[O:36])[O:31][C:32]([CH3:33])([CH3:34])[CH3:35])[CH2:26]3)[C:3]3[N:4]([N:13]=[C:14]([CH3:16])[N:15]=3)[C:5]=2[CH:11]=1. Given the reactants Cl[C:2]1[C:3]2[N:4]([N:13]=[C:14]([CH3:16])[N:15]=2)[C:5]2[CH:11]=[C:10]([Cl:12])[CH:9]=[N:8][C:6]=2[N:7]=1.C(O)(C(F)(F)F)=O.Cl.[NH:25]1[CH2:28][CH:27]([N:29]([CH3:37])[C:30](=[O:36])[O:31][C:32]([CH3:35])([CH3:34])[CH3:33])[CH2:26]1, predict the reaction product. (7) Given the reactants [Cl:1][C:2]1[CH:10]=[CH:9][C:5]([C:6](O)=[O:7])=[C:4]([O:11][CH3:12])[CH:3]=1.O=S(Cl)[Cl:15], predict the reaction product. The product is: [Cl:1][C:2]1[CH:10]=[CH:9][C:5]([C:6]([Cl:15])=[O:7])=[C:4]([O:11][CH3:12])[CH:3]=1.